The task is: Predict the reactants needed to synthesize the given product.. This data is from Full USPTO retrosynthesis dataset with 1.9M reactions from patents (1976-2016). (1) Given the product [CH2:65]([N:1]1[C:9]2[C:4](=[CH:5][CH:6]=[CH:7][CH:8]=2)[C:3]([CH2:10][CH2:11][C:12]([N:18]([CH:15]([CH3:17])[CH3:16])[NH:19][C:20](=[O:27])[C:21]2[CH:22]=[CH:23][CH:24]=[CH:25][CH:26]=2)=[O:14])=[CH:2]1)[C:66]1[CH:71]=[CH:70][CH:69]=[CH:68][CH:67]=1, predict the reactants needed to synthesize it. The reactants are: [NH:1]1[C:9]2[C:4](=[CH:5][CH:6]=[CH:7][CH:8]=2)[C:3]([CH2:10][CH2:11][C:12]([OH:14])=O)=[CH:2]1.[CH:15]([NH:18][NH:19][C:20](=[O:27])[C:21]1[CH:26]=[CH:25][CH:24]=[CH:23][CH:22]=1)([CH3:17])[CH3:16].CN(C(ON1N=NC2C=CC=NC1=2)=[N+](C)C)C.F[P-](F)(F)(F)(F)F.C(N(CC)C(C)C)(C)C.[H-].[Na+].N1[C:71]2[C:66](=[CH:67][CH:68]=[CH:69][CH:70]=2)[C:65](CCC(N(C(C)C)NC(=O)C2C=CC=CC=2)=O)=C1.BrCC1C=CC=CC=1. (2) Given the product [CH3:17][C:18]1[NH:19][C:7](=[O:9])[C:6]2[C:5]3[CH2:12][CH2:13][CH2:14][CH2:15][C:4]=3[S:3][C:2]=2[N:1]=1, predict the reactants needed to synthesize it. The reactants are: [NH2:1][C:2]1[S:3][C:4]2[CH2:15][CH2:14][CH2:13][CH2:12][C:5]=2[C:6]=1[C:7]([O:9]CC)=O.Cl.[CH3:17][C:18]#[N:19]. (3) Given the product [ClH:33].[CH3:1][S:2][C:3]1[CH:8]=[CH:7][CH:6]=[CH:5][C:4]=1[C:9]1[C:19]2[O:18][CH2:17][CH2:16][NH:15][CH2:14][C:13]=2[CH:12]=[CH:11][CH:10]=1, predict the reactants needed to synthesize it. The reactants are: [CH3:1][S:2][C:3]1[CH:8]=[CH:7][CH:6]=[CH:5][C:4]=1[C:9]1[C:19]2[O:18][CH2:17][CH2:16][N:15](C(OC(C)(C)C)=O)[CH2:14][C:13]=2[CH:12]=[CH:11][CH:10]=1.C(OCC)(=O)C.[ClH:33]. (4) The reactants are: [C:1]([O:5][C:6]([NH:8][O:9][CH2:10][CH2:11][CH2:12][CH2:13][CH2:14][CH2:15][CH2:16][CH2:17][CH2:18][CH2:19][CH2:20][CH2:21][CH2:22][CH2:23][CH2:24][C:25]([OH:27])=[O:26])=[O:7])([CH3:4])([CH3:3])[CH3:2].[CH2:28](OCC)C. Given the product [CH3:28][O:26][C:25](=[O:27])[CH2:24][CH2:23][CH2:22][CH2:21][CH2:20][CH2:19][CH2:18][CH2:17][CH2:16][CH2:15][CH2:14][CH2:13][CH2:12][CH2:11][CH2:10][O:9][NH:8][C:6]([O:5][C:1]([CH3:4])([CH3:2])[CH3:3])=[O:7], predict the reactants needed to synthesize it. (5) Given the product [N:15]1([CH2:19][C@@H:20]([NH:21][C:2]2[C:3]3[CH:11]=[CH:10][CH:9]=[C:8]([C:12]([NH2:14])=[O:13])[C:4]=3[N:5]=[N:6][N:7]=2)[C:22]2[CH:27]=[CH:26][C:25]([F:28])=[C:24]([C:29]([F:30])([F:31])[F:32])[CH:23]=2)[CH2:18][CH2:17][CH2:16]1, predict the reactants needed to synthesize it. The reactants are: O[C:2]1[C:3]2[CH:11]=[CH:10][CH:9]=[C:8]([C:12]([NH2:14])=[O:13])[C:4]=2[N:5]=[N:6][N:7]=1.[N:15]1([CH2:19][C@H:20]([C:22]2[CH:27]=[CH:26][C:25]([F:28])=[C:24]([C:29]([F:32])([F:31])[F:30])[CH:23]=2)[NH2:21])[CH2:18][CH2:17][CH2:16]1. (6) Given the product [CH2:8]([O:7][C:1](=[O:6])[CH:2]([C:24](=[O:25])[C:23]1[CH:27]=[CH:28][C:20]([Br:19])=[CH:21][CH:22]=1)[C:3](=[O:4])[CH3:5])[CH3:9], predict the reactants needed to synthesize it. The reactants are: [C:1]([O:7][CH2:8][CH3:9])(=[O:6])[CH2:2][C:3]([CH3:5])=[O:4].[Cl-].[Mg+2].[Cl-].N1C=CC=CC=1.[Br:19][C:20]1[CH:28]=[CH:27][C:23]([C:24](Cl)=[O:25])=[CH:22][CH:21]=1.Cl. (7) The reactants are: Cl[C:2]1[S:6][N:5]=[C:4]([S:7][CH2:8][O:9][CH2:10][C:11]2[CH:16]=[CH:15][CH:14]=[CH:13][CH:12]=2)[N:3]=1.[CH2:17]([OH:24])[C:18]1[CH:23]=[CH:22][CH:21]=[CH:20][CH:19]=1.[H-].[Na+].[Cl-].[Na+]. Given the product [CH2:17]([O:24][C:2]1[S:6][N:5]=[C:4]([S:7][CH2:8][O:9][CH2:10][C:11]2[CH:16]=[CH:15][CH:14]=[CH:13][CH:12]=2)[N:3]=1)[C:18]1[CH:23]=[CH:22][CH:21]=[CH:20][CH:19]=1, predict the reactants needed to synthesize it. (8) Given the product [CH3:5][O:6][C@:7]1([C:19]2[S:20][C:21]([C:24]3[CH:29]=[C:28]([NH:30][C:31]4[N:36]=[C:35]([C:37]([F:38])([F:39])[F:40])[CH:34]=[CH:33][N:32]=4)[CH:27]=[C:26]([CH3:41])[CH:25]=3)=[CH:22][N:23]=2)[CH2:12][CH2:11][C@H:10]([C:13]([OH:15])=[O:14])[C:9]([CH3:18])([CH3:17])[CH2:8]1, predict the reactants needed to synthesize it. The reactants are: [OH-].[K+].CO.[CH3:5][O:6][C@:7]1([C:19]2[S:20][C:21]([C:24]3[CH:29]=[C:28]([NH:30][C:31]4[N:36]=[C:35]([C:37]([F:40])([F:39])[F:38])[CH:34]=[CH:33][N:32]=4)[CH:27]=[C:26]([CH3:41])[CH:25]=3)=[CH:22][N:23]=2)[CH2:12][CH2:11][C@H:10]([C:13]([O:15]C)=[O:14])[C:9]([CH3:18])([CH3:17])[CH2:8]1. (9) Given the product [O:17]=[C:18]1[CH2:23][N:22]([CH2:5][CH2:4][C:7]2[CH:16]=[CH:15][C:10]3[C:11](=[O:14])[O:12][CH2:13][C:9]=3[CH:8]=2)[CH2:21][CH2:20][N:19]1[CH:24]1[CH2:33][CH2:32][C:31]2[CH:30]=[C:29]([C:34]#[N:35])[CH:28]=[CH:27][C:26]=2[CH2:25]1, predict the reactants needed to synthesize it. The reactants are: O=[O+][O-].[CH2:4]([C:7]1[CH:16]=[CH:15][C:10]2[C:11](=[O:14])[O:12][CH2:13][C:9]=2[CH:8]=1)[CH:5]=C.[O:17]=[C:18]1[CH2:23][NH:22][CH2:21][CH2:20][N:19]1[CH:24]1[CH2:33][CH2:32][C:31]2[CH:30]=[C:29]([C:34]#[N:35])[CH:28]=[CH:27][C:26]=2[CH2:25]1.C(O[BH-](OC(=O)C)OC(=O)C)(=O)C.[Na+]. (10) Given the product [Cl:25][C:20]1[CH:21]=[CH:22][CH:23]=[CH:24][C:19]=1[CH:17]([O:16][C:15]([NH:14][C:13]1[C:9]([C:6]2[CH:7]=[CH:8][C:3]([CH2:2][S:34][CH2:35][CH2:36][C:37]([O:39][CH3:40])=[O:38])=[CH:4][CH:5]=2)=[N:10][O:11][CH:12]=1)=[O:26])[CH3:18], predict the reactants needed to synthesize it. The reactants are: Br[CH2:2][C:3]1[CH:8]=[CH:7][C:6]([C:9]2[C:13]([NH:14][C:15](=[O:26])[O:16][CH:17]([C:19]3[CH:24]=[CH:23][CH:22]=[CH:21][C:20]=3[Cl:25])[CH3:18])=[CH:12][O:11][N:10]=2)=[CH:5][CH:4]=1.C(N(CC)CC)C.[SH:34][CH2:35][CH2:36][C:37]([O:39][CH3:40])=[O:38].O.